From a dataset of Full USPTO retrosynthesis dataset with 1.9M reactions from patents (1976-2016). Predict the reactants needed to synthesize the given product. (1) Given the product [CH3:20][CH:17]1[CH2:18][CH2:19][N:14]([CH:10]2[CH2:11][CH2:12][CH2:13][NH:8][CH2:9]2)[CH2:15][CH2:16]1, predict the reactants needed to synthesize it. The reactants are: C([N:8]1[CH2:13][CH2:12][CH2:11][CH:10]([N:14]2[CH2:19][CH2:18][CH:17]([CH3:20])[CH2:16][CH2:15]2)[CH2:9]1)C1C=CC=CC=1.[H][H].CCOC(C)=O.CO.N. (2) The reactants are: [CH2:1]([CH:3]1[C:9]2[CH:10]=[CH:11][C:12]([O:14]C)=[CH:13][C:8]=2[CH2:7][CH2:6][CH2:5][C:4]1([C:17]1[CH:22]=[CH:21][C:20]([O:23]C)=[CH:19][CH:18]=1)[CH3:16])[CH3:2].B(Br)(Br)Br. Given the product [CH2:1]([CH:3]1[C:9]2[CH:10]=[CH:11][C:12]([OH:14])=[CH:13][C:8]=2[CH2:7][CH2:6][CH2:5][C:4]1([C:17]1[CH:22]=[CH:21][C:20]([OH:23])=[CH:19][CH:18]=1)[CH3:16])[CH3:2], predict the reactants needed to synthesize it. (3) Given the product [C:25]([N:24]1[C:20]([CH2:17][CH2:18][CH3:19])=[CH:21][C:22]([CH2:29][NH:16][CH2:15][CH2:14][N:11]2[CH2:10][CH2:9][N:8]([C:4]3[CH:5]=[CH:6][CH:7]=[C:2]([Cl:1])[CH:3]=3)[CH2:13][CH2:12]2)=[N:23]1)([CH3:28])([CH3:27])[CH3:26], predict the reactants needed to synthesize it. The reactants are: [Cl:1][C:2]1[CH:3]=[C:4]([N:8]2[CH2:13][CH2:12][N:11]([CH2:14][CH2:15][NH2:16])[CH2:10][CH2:9]2)[CH:5]=[CH:6][CH:7]=1.[CH2:17]([C:20]1[N:24]([C:25]([CH3:28])([CH3:27])[CH3:26])[N:23]=[C:22]([CH:29]=O)[CH:21]=1)[CH2:18][CH3:19].